Dataset: Catalyst prediction with 721,799 reactions and 888 catalyst types from USPTO. Task: Predict which catalyst facilitates the given reaction. (1) Reactant: [NH2:1][C@H:2]([C:10]([OH:12])=[O:11])[CH2:3][CH2:4][CH2:5][NH:6][C:7](=[NH:9])[NH2:8].[C:13](Cl)(=[O:25])[CH2:14][CH2:15][CH2:16][CH2:17][CH2:18][CH2:19][CH2:20][CH2:21][CH2:22][CH2:23][CH3:24].[OH-].[Na+].S(=O)(=O)(O)O. Product: [C:13]([NH:1][C@H:2]([C:10]([OH:12])=[O:11])[CH2:3][CH2:4][CH2:5][NH:6][C:7](=[NH:8])[NH2:9])(=[O:25])[CH2:14][CH2:15][CH2:16][CH2:17][CH2:18][CH2:19][CH2:20][CH2:21][CH2:22][CH2:23][CH3:24]. The catalyst class is: 878. (2) Reactant: [I:1][C:2]1[CH:3]=[C:4]([CH:9]=[CH:10][CH:11]=1)[C:5]([NH:7][NH2:8])=[O:6].[CH2:12](OC(OCC)(OCC)C)[CH3:13]. Product: [I:1][C:2]1[CH:3]=[C:4]([C:5]2[O:6][C:12]([CH3:13])=[N:8][N:7]=2)[CH:9]=[CH:10][CH:11]=1. The catalyst class is: 15. (3) Reactant: [CH2:1]([O:3][C:4]1[CH:9]=[CH:8][CH:7]=[CH:6][C:5]=1[OH:10])[CH3:2].I[CH2:12][CH3:13].C(=O)([O-])[O-].[K+].[K+].C(OCC)(=O)C. Product: [CH2:1]([O:3][C:4]1[CH:9]=[CH:8][CH:7]=[CH:6][C:5]=1[O:10][CH2:12][CH3:13])[CH3:2]. The catalyst class is: 9. (4) Reactant: Cl[CH2:2][C:3]([O:5][C:6]1[CH:11]=[CH:10][C:9](/[C:12](/[C:22]2[CH:27]=[CH:26][C:25](/[CH:28]=[CH:29]/[C:30]([OH:32])=[O:31])=[CH:24][CH:23]=2)=[C:13](\[C:16]2[CH:21]=[CH:20][CH:19]=[CH:18][CH:17]=2)/[CH2:14][CH3:15])=[CH:8][CH:7]=1)=[O:4].[Na+].[I-].[NH:35]1[CH2:40][CH2:39][O:38][CH2:37][CH2:36]1.Cl. Product: [N:35]1([CH2:2][C:3]([O:5][C:6]2[CH:11]=[CH:10][C:9](/[C:12](/[C:22]3[CH:27]=[CH:26][C:25](/[CH:28]=[CH:29]/[C:30]([OH:32])=[O:31])=[CH:24][CH:23]=3)=[C:13](\[C:16]3[CH:21]=[CH:20][CH:19]=[CH:18][CH:17]=3)/[CH2:14][CH3:15])=[CH:8][CH:7]=2)=[O:4])[CH2:40][CH2:39][O:38][CH2:37][CH2:36]1. The catalyst class is: 49. (5) Reactant: [C:1]([C:4]1[CH:5]=[C:6]([CH:20]=[CH:21][CH:22]=1)[CH2:7][CH:8]1[C:15]2[CH:14]=[C:13]([C:16]([O:18]C)=[O:17])[NH:12][C:11]=2[CH2:10][CH2:9]1)(=[O:3])[CH3:2].[OH-].[Li+].CO. Product: [C:1]([C:4]1[CH:5]=[C:6]([CH:20]=[CH:21][CH:22]=1)[CH2:7][CH:8]1[C:15]2[CH:14]=[C:13]([C:16]([OH:18])=[O:17])[NH:12][C:11]=2[CH2:10][CH2:9]1)(=[O:3])[CH3:2]. The catalyst class is: 1. (6) Reactant: [CH3:1]/[C:2](/[O-])=[CH:3]/[C:4]([CH3:6])=O.[CH3:8]/[C:9](/[O-])=[CH:10]/[C:11]([CH3:13])=O.[Ni+2:15]. Product: [CH:4]1([Ni:15][CH:11]2[C:13]3[C:8](=[CH:8][CH:9]=[CH:10][CH:11]=3)[CH:9]=[CH:10]2)[C:6]2[C:1](=[CH:1][CH:2]=[CH:3][CH:4]=2)[CH:2]=[CH:3]1. The catalyst class is: 11. (7) The catalyst class is: 2. Reactant: [Br:1][C:2]1[CH:7]=[C:6]([F:8])[C:5]([NH2:9])=[CH:4][C:3]=1[NH:10][S:11]([CH2:14][CH3:15])(=[O:13])=[O:12].N1C=CC=CC=1.Cl[C:23]([O:25][CH2:26][CH3:27])=[O:24].O. Product: [Br:1][C:2]1[CH:7]=[C:6]([F:8])[C:5]([NH:9][C:23]([O:25][CH2:26][CH3:27])=[O:24])=[CH:4][C:3]=1[NH:10][S:11]([CH2:14][CH3:15])(=[O:13])=[O:12].